Dataset: Reaction yield outcomes from USPTO patents with 853,638 reactions. Task: Predict the reaction yield, written as a fraction of the theoretical maximum amount of product (1.0 means a 100% yield; for example, 0.34 means a 34% yield). The product is [Br:22][CH:23]([CH2:27][CH2:28][Br:29])[C:24]([NH:1][CH:2]1[CH2:3][CH2:4][N:5]([C:8]([O:10][C:11]([CH3:14])([CH3:13])[CH3:12])=[O:9])[CH2:6][CH2:7]1)=[O:25]. The catalyst is C1COCC1. The reactants are [NH2:1][CH:2]1[CH2:7][CH2:6][N:5]([C:8]([O:10][C:11]([CH3:14])([CH3:13])[CH3:12])=[O:9])[CH2:4][CH2:3]1.C(N(CC)CC)C.[Br:22][CH:23]([CH2:27][CH2:28][Br:29])[C:24](Cl)=[O:25]. The yield is 1.00.